This data is from Catalyst prediction with 721,799 reactions and 888 catalyst types from USPTO. The task is: Predict which catalyst facilitates the given reaction. (1) Reactant: [CH3:1][C:2]1[C:8]([N+:9]([O-:11])=[O:10])=[CH:7][CH:6]=[CH:5][C:3]=1[NH2:4].[CH:12](=O)[C:13]1[CH:18]=[CH:17][CH:16]=[CH:15][CH:14]=1.C(O)(=O)C.C(O[BH-](OC(=O)C)OC(=O)C)(=O)C.[Na+].C([O-])(O)=O.[Na+]. Product: [CH2:12]([NH:4][C:3]1[CH:5]=[CH:6][CH:7]=[C:8]([N+:9]([O-:11])=[O:10])[C:2]=1[CH3:1])[C:13]1[CH:18]=[CH:17][CH:16]=[CH:15][CH:14]=1. The catalyst class is: 68. (2) Reactant: [O:1]=[C:2]1[C:7]2([CH2:11][CH2:10][CH2:9][CH2:8]2)[N:6]([C:12]([O:14][C:15]([CH3:18])([CH3:17])[CH3:16])=[O:13])[CH2:5][C:4]2([CH2:24][CH2:23][CH2:22][CH2:21][CH2:20][CH2:19]2)[N:3]1[CH2:25][C:26]#[CH:27].I[C:29]1[CH:30]=[C:31]2[C:44](=[CH:45][CH:46]=1)[CH2:43][C@:33]1([C:41]3[C:36](=[N:37][CH:38]=[CH:39][CH:40]=3)[NH:35][C:34]1=[O:42])[CH2:32]2.C(N(CC)CC)C. Product: [O:1]=[C:2]1[C:7]2([CH2:8][CH2:9][CH2:10][CH2:11]2)[N:6]([C:12]([O:14][C:15]([CH3:18])([CH3:17])[CH3:16])=[O:13])[CH2:5][C:4]2([CH2:19][CH2:20][CH2:21][CH2:22][CH2:23][CH2:24]2)[N:3]1[CH2:25][C:26]#[C:27][C:29]1[CH:30]=[C:31]2[C:44](=[CH:45][CH:46]=1)[CH2:43][C@:33]1([C:41]3[C:36](=[N:37][CH:38]=[CH:39][CH:40]=3)[NH:35][C:34]1=[O:42])[CH2:32]2. The catalyst class is: 441.